From a dataset of Reaction yield outcomes from USPTO patents with 853,638 reactions. Predict the reaction yield, written as a fraction of the theoretical maximum amount of product (1.0 means a 100% yield; for example, 0.34 means a 34% yield). (1) The reactants are [NH2:1][C:2]1[CH:9]=[C:8]([Cl:10])[C:5]([C:6]#[N:7])=[C:4]([Cl:11])[CH:3]=1.[C:12](Cl)(Cl)=[S:13].C(N(CC)CC)C. The catalyst is C1C=CC=CC=1. The product is [Cl:11][C:4]1[CH:3]=[C:2]([N:1]=[C:12]=[S:13])[CH:9]=[C:8]([Cl:10])[C:5]=1[C:6]#[N:7]. The yield is 0.710. (2) The reactants are [Br:1][C:2]1[CH:3]=[C:4](/[CH:9]=[CH:10]/[C:11]#[N:12])[CH:5]=[CH:6][C:7]=1[F:8].[BH4-].[Na+].O. The catalyst is C(O)C. The product is [Br:1][C:2]1[CH:3]=[C:4]([CH2:9][CH2:10][C:11]#[N:12])[CH:5]=[CH:6][C:7]=1[F:8]. The yield is 0.647. (3) The reactants are [CH3:1][N:2]1[CH:7]=[C:6]([CH:8]=[O:9])[CH:5]=[CH:4][C:3]1=[O:10].[F:11][C:12]([Si](C)(C)C)([F:14])[F:13].[F-].C([N+](CCCC)(CCCC)CCCC)CCC. The catalyst is O1CCCC1. The product is [CH3:1][N:2]1[CH:7]=[C:6]([CH:8]([OH:9])[C:12]([F:14])([F:13])[F:11])[CH:5]=[CH:4][C:3]1=[O:10]. The yield is 0.460. (4) The reactants are [NH2:1][C:2]1[CH:3]=[N:4][CH:5]=[CH:6][C:7]=1[N:8]1[CH2:13][C@H:12]([CH3:14])[CH2:11][C@H:10]([NH:15][C:16](=[O:22])[O:17][C:18]([CH3:21])([CH3:20])[CH3:19])[CH2:9]1.[C:23]([O:27][C:28]([NH:30][C:31]1[O:39][C:38]2[C:33](=[N:34][CH:35]=[C:36]([CH3:40])[CH:37]=2)[C:32]=1[C:41](O)=[O:42])=[O:29])([CH3:26])([CH3:25])[CH3:24].CCN(C(C)C)C(C)C.CN(C(ON1N=NC2C=CC=NC1=2)=[N+](C)C)C.F[P-](F)(F)(F)(F)F. The catalyst is ClCCCl. The product is [C:23]([O:27][C:28]([NH:30][C:31]1[O:39][C:38]2[C:33](=[N:34][CH:35]=[C:36]([CH3:40])[CH:37]=2)[C:32]=1[C:41]([NH:1][C:2]1[CH:3]=[N:4][CH:5]=[CH:6][C:7]=1[N:8]1[CH2:13][C@H:12]([CH3:14])[CH2:11][C@H:10]([NH:15][C:16](=[O:22])[O:17][C:18]([CH3:21])([CH3:20])[CH3:19])[CH2:9]1)=[O:42])=[O:29])([CH3:26])([CH3:24])[CH3:25]. The yield is 0.200. (5) The reactants are [CH2:1]([CH:8]1[NH:13][CH2:12][CH2:11][N:10]([C:14]2[CH:22]=[C:21]3[C:17]([C:18]([CH2:27][CH3:28])=[N:19][N:20]3[CH:23]3[CH2:26][CH2:25][CH2:24]3)=[CH:16][CH:15]=2)[CH2:9]1)[C:2]1[CH:7]=[CH:6][CH:5]=[CH:4][CH:3]=1.C([O:31][C:32](=O)[CH2:33][C:34]1[NH:38][CH:37]=[N:36][N:35]=1)C. No catalyst specified. The product is [CH2:1]([C@H:8]1[CH2:9][N:10]([C:14]2[CH:22]=[C:21]3[C:17]([C:18]([CH2:27][CH3:28])=[N:19][N:20]3[CH:23]3[CH2:24][CH2:25][CH2:26]3)=[CH:16][CH:15]=2)[CH2:11][CH2:12][N:13]1[C:32](=[O:31])[CH2:33][C:34]1[NH:38][CH:37]=[N:36][N:35]=1)[C:2]1[CH:3]=[CH:4][CH:5]=[CH:6][CH:7]=1. The yield is 0.270. (6) The reactants are [Cl:1][C:2]1[CH:7]=[C:6]([F:8])[CH:5]=[C:4]([O:9][CH3:10])[C:3]=1[C:11]1[N:12]=[C:13]([NH2:16])[S:14][CH:15]=1.Cl.[C:18](Cl)(=[O:25])[C:19]1[CH:24]=[CH:23][N:22]=[CH:21][CH:20]=1. The catalyst is C(Cl)Cl.CN(C1C=CN=CC=1)C. The product is [Cl:1][C:2]1[CH:7]=[C:6]([F:8])[CH:5]=[C:4]([O:9][CH3:10])[C:3]=1[C:11]1[N:12]=[C:13]([NH:16][C:18](=[O:25])[C:19]2[CH:24]=[CH:23][N:22]=[CH:21][CH:20]=2)[S:14][CH:15]=1. The yield is 0.390.